Task: Predict which catalyst facilitates the given reaction.. Dataset: Catalyst prediction with 721,799 reactions and 888 catalyst types from USPTO (1) Reactant: Br[C:2]1[CH:12]=[CH:11][C:5]([O:6][CH:7]2[CH2:10][O:9][CH2:8]2)=[CH:4][CH:3]=1.[CH3:13][C:14]1([CH3:28])[CH2:19][O:18][B:17]([B:17]2[O:18][CH2:19][C:14]([CH3:28])([CH3:13])[CH2:15][O:16]2)[O:16][CH2:15]1.CC([O-])=O.[K+].C(OCC)(=O)C. Product: [CH3:13][C:14]1([CH3:28])[CH2:19][O:18][B:17]([C:2]2[CH:12]=[CH:11][C:5]([O:6][CH:7]3[CH2:10][O:9][CH2:8]3)=[CH:4][CH:3]=2)[O:16][CH2:15]1. The catalyst class is: 75. (2) Reactant: [Cl:1][C:2]1[CH:3]=[N:4][CH:5]=[C:6]([Cl:30])[C:7]=1[NH:8][C:9]1[C:18]2[C:13](=[C:14]([O:21][CH2:22][CH2:23][CH2:24][CH2:25][CH2:26][C:27]#[N:28])[C:15]([O:19][CH3:20])=[CH:16][CH:17]=2)[O:12][C:11](=[O:29])[CH:10]=1.C([Sn](=O)CCCC)CCC.[Si]([N:45]=[N+:46]=[N-:47])(C)(C)C. Product: [N:28]1[NH:45][N:46]=[N:47][C:27]=1[CH2:26][CH2:25][CH2:24][CH2:23][CH2:22][O:21][C:14]1[C:15]([O:19][CH3:20])=[CH:16][CH:17]=[C:18]2[C:13]=1[O:12][C:11](=[O:29])[CH:10]=[C:9]2[NH:8][C:7]1[C:6]([Cl:30])=[CH:5][N:4]=[CH:3][C:2]=1[Cl:1]. The catalyst class is: 11. (3) Reactant: [CH3:1]N(C)C(N(C)C)=N.[CH3:9][O:10][C:11](=[O:46])[CH:12](P(OC)(OC)=O)NC(=O)C1C(C)=CC(N2C(NCC3C=CC=C4C=3C=CN4)=NN=N2)=CC=1C.[CH3:47][C:48]1[S:49][CH2:50][C:51]([CH3:55])(C=O)[N:52]=1. Product: [CH3:9][O:10][C:11](=[O:46])[CH:12]=[CH:1][C:50]1[S:49][C:48]([CH3:47])=[N:52][C:51]=1[CH3:55]. The catalyst class is: 7.